Dataset: Full USPTO retrosynthesis dataset with 1.9M reactions from patents (1976-2016). Task: Predict the reactants needed to synthesize the given product. (1) Given the product [F:13][CH:12]([F:14])[C:11]1[CH:10]=[C:9]2[C:4]([CH2:5][CH2:6][CH2:7][N:8]2[C:15]2[C:19]3[CH2:20][N:21]([C:24]([O:26][C:27]([CH3:29])([CH3:28])[CH3:30])=[O:25])[CH2:22][CH2:23][C:18]=3[N:17]([CH:31]3[CH2:32][CH2:33][S:34](=[O:38])(=[O:37])[CH2:35][CH2:36]3)[N:16]=2)=[CH:3][C:2]=1[C:83]1[CH:82]=[N:81][N:80]([CH3:79])[C:84]=1[CH3:85], predict the reactants needed to synthesize it. The reactants are: Br[C:2]1[CH:3]=[C:4]2[C:9](=[CH:10][C:11]=1[CH:12]([F:14])[F:13])[N:8]([C:15]1[C:19]3[CH2:20][N:21]([C:24]([O:26][C:27]([CH3:30])([CH3:29])[CH3:28])=[O:25])[CH2:22][CH2:23][C:18]=3[N:17]([CH:31]3[CH2:36][CH2:35][S:34](=[O:38])(=[O:37])[CH2:33][CH2:32]3)[N:16]=1)[CH2:7][CH2:6][CH2:5]2.C([O-])([O-])=O.[Na+].[Na+].C1(P(C2CCCCC2)C2C=CC=CC=2C2C(C(C)C)=CC(C(C)C)=CC=2C(C)C)CCCCC1.[CH3:79][N:80]1[C:84]([CH3:85])=[C:83](B2OC(C)(C)C(C)(C)O2)[CH:82]=[N:81]1. (2) Given the product [CH2:1]([O:8][CH2:9][CH:10]1[O:19][CH2:18][C:17]2[C:12](=[N:13][CH:14]=[C:15]([NH2:20])[CH:16]=2)[CH2:11]1)[C:2]1[CH:7]=[CH:6][CH:5]=[CH:4][CH:3]=1, predict the reactants needed to synthesize it. The reactants are: [CH2:1]([O:8][CH2:9][CH:10]1[O:19][CH2:18][C:17]2[C:12](=[N:13][CH:14]=[C:15]([N+:20]([O-])=O)[CH:16]=2)[CH2:11]1)[C:2]1[CH:7]=[CH:6][CH:5]=[CH:4][CH:3]=1. (3) Given the product [Cl:1][C:2]1[CH:10]=[CH:9][CH:8]=[C:7]2[C:3]=1[C:4]([CH:34]([C:37]1[CH:38]=[CH:39][C:40]([O:43][C:44]([F:45])([F:46])[F:47])=[CH:41][CH:42]=1)[OH:35])=[CH:5][N:6]2[C@@H:11]1[O:28][C@H:27]([CH2:29][O:30][C:31](=[O:33])[CH3:32])[C@@H:22]([O:23][C:24](=[O:26])[CH3:25])[C@H:17]([O:18][C:19](=[O:21])[CH3:20])[C@H:12]1[O:13][C:14](=[O:16])[CH3:15], predict the reactants needed to synthesize it. The reactants are: [Cl:1][C:2]1[CH:10]=[CH:9][CH:8]=[C:7]2[C:3]=1[C:4]([CH:34]=[O:35])=[CH:5][N:6]2[C@@H:11]1[O:28][C@H:27]([CH2:29][O:30][C:31](=[O:33])[CH3:32])[C@@H:22]([O:23][C:24](=[O:26])[CH3:25])[C@H:17]([O:18][C:19](=[O:21])[CH3:20])[C@H:12]1[O:13][C:14](=[O:16])[CH3:15].Br[C:37]1[CH:42]=[CH:41][C:40]([O:43][C:44]([F:47])([F:46])[F:45])=[CH:39][CH:38]=1. (4) Given the product [C:22]([C:24]1[CH:29]=[C:28]([C:2]2[CH:3]=[C:4]3[C:9](=[CH:10][CH:11]=2)[N:8]=[CH:7][CH:6]=[C:5]3[S:12][C:13]2([C:17]([O:19][CH2:20][CH3:21])=[O:18])[CH2:16][CH2:15][CH2:14]2)[CH:27]=[CH:26][CH:25]=1)#[N:23], predict the reactants needed to synthesize it. The reactants are: Br[C:2]1[CH:3]=[C:4]2[C:9](=[CH:10][CH:11]=1)[N:8]=[CH:7][CH:6]=[C:5]2[S:12][C:13]1([C:17]([O:19][CH2:20][CH3:21])=[O:18])[CH2:16][CH2:15][CH2:14]1.[C:22]([C:24]1[CH:25]=[C:26](B(O)O)[CH:27]=[CH:28][CH:29]=1)#[N:23].C(=O)([O-])[O-].[Na+].[Na+].O1CCOCC1. (5) Given the product [Br:1][C:2]1[N:3]([CH2:18][O:17][CH2:16][CH2:15][Si:12]([CH3:14])([CH3:13])[CH3:11])[C:4]([Cl:8])=[C:5]([Cl:7])[N:6]=1, predict the reactants needed to synthesize it. The reactants are: [Br:1][C:2]1[NH:3][C:4]([Cl:8])=[C:5]([Cl:7])[N:6]=1.[H-].[Na+].[CH3:11][Si:12]([CH2:15][CH2:16][O:17][CH2:18]Cl)([CH3:14])[CH3:13]. (6) Given the product [CH3:1][O:2][C:3]1[CH:8]=[CH:7][C:6]([NH:9][C:30]2[N:29]=[C:28]([C:21]3[C:22]4[C:23](=[N:24][CH:25]=[CH:26][CH:27]=4)[NH:19][CH:20]=3)[CH:33]=[CH:32][N:31]=2)=[CH:5][CH:4]=1, predict the reactants needed to synthesize it. The reactants are: [CH3:1][O:2][C:3]1[CH:8]=[CH:7][C:6]([NH2:9])=[CH:5][CH:4]=1.C1(S([N:19]2[C:23]3=[N:24][CH:25]=[CH:26][CH:27]=[C:22]3[C:21]([C:28]3[CH:33]=[CH:32][N:31]=[C:30](Cl)[N:29]=3)=[CH:20]2)(=O)=O)C=CC=CC=1.